This data is from Forward reaction prediction with 1.9M reactions from USPTO patents (1976-2016). The task is: Predict the product of the given reaction. Given the reactants [OH:1][CH:2]1[CH2:7][CH2:6][NH:5][CH2:4][CH2:3]1.C(O[C:13]([N:15]([C@H:17]([CH2:21][C:22]1[CH:27]=[CH:26][CH:25]=[CH:24][CH:23]=1)[C:18]([OH:20])=O)[CH3:16])=[O:14])(C)(C)C.C(O[C:33]([N:35]([C@H:37]([CH2:41][C:42]1[CH:47]=[CH:46][C:45]([C:48]2[CH:53]=[CH:52][CH:51]=[CH:50][CH:49]=2)=[CH:44][CH:43]=1)C(O)=O)C)=O)(C)(C)C.C(OC([N:61]([C:63]([CH3:71])([CH3:70])[CH2:64]/[CH:65]=[CH:66]/[C:67]([OH:69])=O)[CH3:62])=O)(C)(C)C, predict the reaction product. The product is: [CH2:21]([C@@H:17]([N:15]([CH3:16])[C:13]([C@H:37]([N:35]([CH3:33])[C:67](=[O:69])/[CH:66]=[CH:65]/[CH2:64][C:63]([CH3:70])([NH:61][CH3:62])[CH3:71])[CH2:41][C:42]1[CH:47]=[CH:46][C:45]([C:48]2[CH:49]=[CH:50][CH:51]=[CH:52][CH:53]=2)=[CH:44][CH:43]=1)=[O:14])[C:18]([N:5]1[CH2:6][CH2:7][CH:2]([OH:1])[CH2:3][CH2:4]1)=[O:20])[C:22]1[CH:23]=[CH:24][CH:25]=[CH:26][CH:27]=1.